Task: Binary Classification. Given a miRNA mature sequence and a target amino acid sequence, predict their likelihood of interaction.. Dataset: Experimentally validated miRNA-target interactions with 360,000+ pairs, plus equal number of negative samples (1) The miRNA is mmu-miR-3074-1-3p with sequence GAUAUCAGCUCAGUAGGCACCG. The protein sequence of the target gene is MAQSPPPQSLLGHDHWIFAQGWGWAGHWDSTSPASSSDSSGSCPCDGARGLPQPQPPSCSSRAAEAAATTPRRARTGPAGGQRQSASEREKLRMRTLARALHELRRFLPPSLAPAGQSLTKIETLRLAIRYIGHLSAVLGLSEESLQCRRRQRGDAGSPWGCPLCPDRGPAEAQTQAEGQGQGQGQGQGQGQGQGQGQGQGQGQGRRPGLVSAVLAEASWGSPSACPGAQAAPERLGRGVHDTDPWATPPYCPKIQSPPYSSQGTTSDASLWTPPQGCPWTQSSPEPRNPPVPWTAAPAT.... Result: 0 (no interaction). (2) The miRNA is hsa-miR-4795-5p with sequence AGAAGUGGCUAAUAAUAUUGA. The protein sequence of the target gene is MTELRQRVAHEPVAPPEDKESESEAKVDGETASDSESRAESAPLPVSADDTPEVLNRALSNLSSRWKNWWVRGILTLAMIAFFFIIIYLGPMVLMIIVMCVQIKCFHEIITIGYNVYHSYDLPWFRTLSWYFLLCVNYFFYGETVTDYFFTLVQREEPLRILSKYHRFISFTLYLIGFCMFVLSLVKKHYRLQFYMFGWTHVTLLIVVTQSHLVIHNLFEGMIWFIVPISCVICNDIMAYMFGFFFGRTPLIKLSPKKTWEGFIGGFFATVVFGLLLSYVMSGYRCFVCPVEYNNDTNSF.... Result: 1 (interaction). (3) The protein sequence of the target gene is MLAHTHRINKCLYGQNQMRNRHALLGALPPIFLLLLPLISCMKFDPERIAARLRIDEKWDQLDAFQSIKSRRGRQIQPKEISIQVTAPLFSSRLFDYGTTAGDEELPQALDVGKKLDLVHPISFFGSDYKTIYILSNGAVGFEASSRSYKSGILPSSTRFLAPFWNRNDLRNGGKVYYREVTKGRVLERGQSEIRYQYDKNVKVKSALIITWDKMQPLNTAALPEENTNTFQAAIFITANGTFANFIYSNIGWTQGAEAGFNAGDATNHFKLPTSGTPNIMYLEEYGNTGIPGEWMFELS.... Result: 0 (no interaction). The miRNA is hsa-miR-4431 with sequence GCGACUCUGAAAACUAGAAGGU. (4) Result: 0 (no interaction). The miRNA is mmu-miR-452-3p with sequence UCAGUCUCAUCUGCAAAGAGGU. The protein sequence of the target gene is MFSQVPRTPAAGCYYLNPLTPESQEMYLRFDQTARRSPYRMSRILARHHLVTKIQQEIEAKEACDWLRAAGFPQYAQLYEDSQFPINIAAVKKDHDFLERDLVEPLCRRLNTLNKCASMRLDVNFQRKKGDDSDEEDLCISNKWTFQRTSRRWSRVDDLHTLFPVADRNGSPGGPRMRNTASSESVLTDLSEPEVCSIHSESSGGSDSRSQSGHHSADSTHALEATLVSSSLPQSTREGLNQSFHPKNEKPTRTRAKSFLKRMDTLRVKGALGRHKGPGRTGGLVISRPVLQQEPESFKT.... (5) The miRNA is hsa-miR-509-5p with sequence UACUGCAGACAGUGGCAAUCA. The protein sequence of the target gene is MAWDLKVKMLGGNDFLVSVTNSMTVSELKKQIAQKIGVPAFQQRLAHQTAVLQDGLTLSSLGLGPSSTVMLVVQNCSEPLSILVRNERGHSNIYEVFLTQTVDTLKKKVSQREQVHEDQFWLSFEGRPMEDKELLGEYGLKPQCTVIKHLRLRGGGGDQCA. Result: 0 (no interaction). (6) The miRNA is hsa-miR-519d-3p with sequence CAAAGUGCCUCCCUUUAGAGUG. The protein sequence of the target gene is MAEPPRLPLTFEDVAIYFSEQEWQDLEAWQKELYKHVMRSNYETLVSLDDGLPKPELISWIEHGGEPFRKWRESQKSGNIICSSVDMHFDPGFEEQLFWGSQQAMNSGKTKSHFQLDPESQCSFGSFVSFRPDQGITLGSPQRHDARAPPPLACGPSESTLKEGIPGPRNLDLPGLWDVPAWESTQHPWPVCGESCWENNHLVMHQRGHSKDRTRRAWEKFNKRAETQMPWSSPRVQRHFRCGVCGKSFRRKLCLLRHLAAHTGRGPFRNADGEMCFRHELTHPSHRLPQQGEKPAQCTP.... Result: 1 (interaction).